Dataset: Full USPTO retrosynthesis dataset with 1.9M reactions from patents (1976-2016). Task: Predict the reactants needed to synthesize the given product. (1) Given the product [Br:1][C:2]1[CH:3]=[C:4]([NH:5][C:10](=[O:19])/[CH:11]=[CH:12]/[C:13]2[CH:18]=[CH:17][CH:16]=[CH:15][CH:14]=2)[CH:6]=[C:7]([F:9])[CH:8]=1, predict the reactants needed to synthesize it. The reactants are: [Br:1][C:2]1[CH:3]=[C:4]([CH:6]=[C:7]([F:9])[CH:8]=1)[NH2:5].[C:10](Cl)(=[O:19])[CH:11]=[CH:12][C:13]1[CH:18]=[CH:17][CH:16]=[CH:15][CH:14]=1.N1C(C)=CC=CC=1C.BrC1C=C(NC(=O)/C=C/C2C=CC=CC=2)C=CC=1. (2) Given the product [ClH:14].[Br:4][C:5]1[N:10]=[C:9]([C:11]([NH2:15])=[NH:12])[CH:8]=[CH:7][C:6]=1[CH3:13], predict the reactants needed to synthesize it. The reactants are: C[O-].[Na+].[Br:4][C:5]1[N:10]=[C:9]([C:11]#[N:12])[CH:8]=[CH:7][C:6]=1[CH3:13].[Cl-:14].[NH4+:15]. (3) Given the product [C:1]([O:4][CH2:5][CH2:6][NH:7][C:8](=[O:23])[C@@H:9]([NH:22][C:33](=[O:34])[C:32]1[CH:36]=[CH:37][C:29]([O:28][CH2:27][CH2:26][C:25]([F:39])([F:38])[F:24])=[CH:30][CH:31]=1)[CH2:10][C:11]1[CH:16]=[CH:15][C:14]([O:17][C:18]([F:21])([F:19])[F:20])=[CH:13][CH:12]=1)(=[O:3])[CH3:2], predict the reactants needed to synthesize it. The reactants are: [C:1]([O:4][CH2:5][CH2:6][NH:7][C:8](=[O:23])[C@@H:9]([NH2:22])[CH2:10][C:11]1[CH:16]=[CH:15][C:14]([O:17][C:18]([F:21])([F:20])[F:19])=[CH:13][CH:12]=1)(=[O:3])[CH3:2].[F:24][C:25]([F:39])([F:38])[CH2:26][CH2:27][O:28][C:29]1[CH:37]=[CH:36][C:32]([C:33](O)=[O:34])=[CH:31][CH:30]=1. (4) Given the product [F:20][CH:18]([C:15]1[N:16]=[CH:17][C:10]2[CH:9]=[CH:8][C:5]3=[N:6][CH:7]=[C:2]([C:25]4[CH:24]=[N:23][N:22]([CH3:21])[CH:26]=4)[CH:3]=[C:4]3[C:12](=[O:13])[C:11]=2[CH:14]=1)[CH3:19], predict the reactants needed to synthesize it. The reactants are: Cl[C:2]1[CH:3]=[C:4]2[C:12](=[O:13])[C:11]3[CH:14]=[C:15]([CH:18]([F:20])[CH3:19])[N:16]=[CH:17][C:10]=3[CH:9]=[CH:8][C:5]2=[N:6][CH:7]=1.[CH3:21][N:22]1[CH:26]=[C:25](B2OC(C)(C)C(C)(C)O2)[CH:24]=[N:23]1.F[B-](F)(F)F.C([PH+](C(C)(C)C)C(C)(C)C)(C)(C)C.[F-].[K+].